The task is: Binary Classification. Given a T-cell receptor sequence (or CDR3 region) and an epitope sequence, predict whether binding occurs between them.. This data is from TCR-epitope binding with 47,182 pairs between 192 epitopes and 23,139 TCRs. (1) The epitope is QASQEVKNW. The TCR CDR3 sequence is CATTDLNTGELFF. Result: 0 (the TCR does not bind to the epitope). (2) The epitope is LLLGIGILV. The TCR CDR3 sequence is CASSPAALEETQYF. Result: 1 (the TCR binds to the epitope). (3) The epitope is YFPLQSYGF. The TCR CDR3 sequence is CAIGTSGKISYNEQFF. Result: 1 (the TCR binds to the epitope). (4) The epitope is NLSALGIFST. The TCR CDR3 sequence is CASSFSRAYNEQFF. Result: 0 (the TCR does not bind to the epitope). (5) The epitope is SLFNTVATLY. The TCR CDR3 sequence is CAVGAGATYEQYF. Result: 0 (the TCR does not bind to the epitope). (6) The epitope is YVFCTVNAL. The TCR CDR3 sequence is CASSLRPSNQPQHF. Result: 1 (the TCR binds to the epitope). (7) The epitope is NYSGVVTTVMF. The TCR CDR3 sequence is CASSQDPRLDPTSYEQYF. Result: 0 (the TCR does not bind to the epitope). (8) The epitope is LLQTGIHVRVSQPSL. The TCR CDR3 sequence is CASSPDTSGANVLTF. Result: 1 (the TCR binds to the epitope). (9) The epitope is ATDALMTGY. Result: 1 (the TCR binds to the epitope). The TCR CDR3 sequence is CASSGGTASTDTQYF. (10) The epitope is FSKQLQQSM. The TCR CDR3 sequence is CASRSYLGELFF. Result: 0 (the TCR does not bind to the epitope).